From a dataset of Full USPTO retrosynthesis dataset with 1.9M reactions from patents (1976-2016). Predict the reactants needed to synthesize the given product. (1) Given the product [CH2:12]([NH:19][C:7]1[CH:6]=[CH:5][C:4]([N+:9]([O-:11])=[O:10])=[CH:3][C:2]=1[F:1])[C:13]1[CH:18]=[CH:17][CH:16]=[CH:15][CH:14]=1, predict the reactants needed to synthesize it. The reactants are: [F:1][C:2]1[CH:3]=[C:4]([N+:9]([O-:11])=[O:10])[CH:5]=[CH:6][C:7]=1F.[CH2:12]([NH2:19])[C:13]1[CH:18]=[CH:17][CH:16]=[CH:15][CH:14]=1.C(N(CC)C(C)C)(C)C. (2) Given the product [C:11]([O:10][C:8]([N:5]1[CH2:4][CH2:3][CH:2]([O:1][S:22]([CH3:21])(=[O:24])=[O:23])[CH2:7][CH2:6]1)=[O:9])([CH3:14])([CH3:13])[CH3:12], predict the reactants needed to synthesize it. The reactants are: [OH:1][CH:2]1[CH2:7][CH2:6][N:5]([C:8]([O:10][C:11]([CH3:14])([CH3:13])[CH3:12])=[O:9])[CH2:4][CH2:3]1.N1C=CC=CC=1.[CH3:21][S:22](Cl)(=[O:24])=[O:23]. (3) Given the product [C:15]([C:18]1[CH:23]=[CH:22][C:21]([C:24](=[O:25])[CH2:26][C:27]([C:29]2[CH:34]=[CH:33][C:32]([OH:35])=[CH:31][CH:30]=2)=[O:28])=[CH:20][CH:19]=1)([CH3:17])([CH3:14])[CH3:16], predict the reactants needed to synthesize it. The reactants are: C(S)CCCCC.CC(C)([O-])C.[K+].[CH3:14][C:15]([C:18]1[CH:19]=[CH:20][C:21]([C:24]([CH2:26][C:27]([C:29]2[CH:30]=[CH:31][C:32]([O:35]C)=[CH:33][CH:34]=2)=[O:28])=[O:25])=[CH:22][CH:23]=1)([CH3:17])[CH3:16].Cl.